This data is from Full USPTO retrosynthesis dataset with 1.9M reactions from patents (1976-2016). The task is: Predict the reactants needed to synthesize the given product. (1) Given the product [CH3:8][O:9][N:10]=[CH:11][C:12]1[C:13]([NH2:24])=[N:14][CH:15]=[N:16][C:17]=1[N:18]1[CH2:19][CH2:20][N:21]([C:35](=[O:36])[CH2:34][C:31]2[CH:32]=[CH:33][C:28]([CH:25]([CH3:26])[CH3:27])=[CH:29][CH:30]=2)[CH2:22][CH2:23]1, predict the reactants needed to synthesize it. The reactants are: FC(F)(F)C(O)=O.[CH3:8][O:9][N:10]=[CH:11][C:12]1[C:13]([NH2:24])=[N:14][CH:15]=[N:16][C:17]=1[N:18]1[CH2:23][CH2:22][NH:21][CH2:20][CH2:19]1.[CH:25]([C:28]1[CH:33]=[CH:32][C:31]([CH2:34][C:35](O)=[O:36])=[CH:30][CH:29]=1)([CH3:27])[CH3:26].C1C=CC2N(O)N=NC=2C=1.CN(C(ON1N=NC2C=CC=CC1=2)=[N+](C)C)C.F[P-](F)(F)(F)(F)F.CCN(C(C)C)C(C)C. (2) Given the product [NH2:8][C:9]1[CH:14]=[CH:13][CH:12]=[CH:11][C:10]=1[NH:15][C:16]([C:18]1[CH:19]=[CH:20][C:21]([C:24]2[C:32]([CH3:33])=[CH:31][C:27]([C:28]([NH:48][CH2:49][CH2:50][N:51]3[CH2:55][CH2:54][CH2:53][CH2:52]3)=[O:29])=[CH:26][N:25]=2)=[CH:22][CH:23]=1)=[O:17], predict the reactants needed to synthesize it. The reactants are: C(OC([NH:8][C:9]1[CH:14]=[CH:13][CH:12]=[CH:11][C:10]=1[NH:15][C:16]([C:18]1[CH:23]=[CH:22][C:21]([C:24]2[C:32]([CH3:33])=[CH:31][C:27]([C:28](O)=[O:29])=[CH:26][N:25]=2)=[CH:20][CH:19]=1)=[O:17])=O)(C)(C)C.ClC(N(C)C)=C(C)C.N1C=CC=CC=1.[NH2:48][CH2:49][CH2:50][N:51]1[CH2:55][CH2:54][CH2:53][CH2:52]1.C(=O)(O)[O-].[Na+]. (3) Given the product [Br:1][C:2]1[CH:3]=[CH:4][C:5]([CH:8]([C:19]2[CH:24]=[CH:23][CH:22]=[CH:21][C:20]=2[CH3:25])[CH2:9][C:10]([C:12]2[CH:13]=[CH:14][C:15](=[O:18])[N:16]([CH3:28])[CH:17]=2)=[O:11])=[CH:6][CH:7]=1, predict the reactants needed to synthesize it. The reactants are: [Br:1][C:2]1[CH:7]=[CH:6][C:5]([CH:8]([C:19]2[CH:24]=[CH:23][CH:22]=[CH:21][C:20]=2[CH3:25])[CH2:9][C:10]([C:12]2[CH:13]=[CH:14][C:15](=[O:18])[NH:16][CH:17]=2)=[O:11])=[CH:4][CH:3]=1.IC.[C:28](=O)([O-])[O-].[K+].[K+]. (4) Given the product [F:9][C:3]1[CH:4]=[C:5]([Cl:8])[CH:6]=[CH:7][C:2]=1[C:16]1[CH:17]=[CH:18][C:13]([C:10]([OH:12])=[O:11])=[CH:14][CH:15]=1, predict the reactants needed to synthesize it. The reactants are: Br[C:2]1[CH:7]=[CH:6][C:5]([Cl:8])=[CH:4][C:3]=1[F:9].[C:10]([C:13]1[CH:18]=[CH:17][C:16](OB(O)O)=[CH:15][CH:14]=1)([OH:12])=[O:11]. (5) Given the product [Cl:31][C:32]1[CH:37]=[CH:36][CH:35]=[CH:34][C:33]=1[NH:38][C:39](=[O:62])[NH:40][C:41]1[CH:42]=[CH:43][C:44]([C:47]2[S:51][C:50]([CH:52]3[CH2:53][CH2:54][CH:55]([C:58]([OH:60])=[O:59])[CH2:56][CH2:57]3)=[N:49][CH:48]=2)=[CH:45][CH:46]=1, predict the reactants needed to synthesize it. The reactants are: FC(F)(F)C1C=C(NC(=O)NC2C=CC(C3SC(CCC(O)=O)=NC=3)=CC=2)C=CC=1.[Cl:31][C:32]1[CH:37]=[CH:36][CH:35]=[CH:34][C:33]=1[NH:38][C:39](=[O:62])[NH:40][C:41]1[CH:46]=[CH:45][C:44]([C:47]2[S:51][C:50]([CH:52]3[CH2:57][CH2:56][CH:55]([C:58]([O:60]C)=[O:59])[CH2:54][CH2:53]3)=[N:49][CH:48]=2)=[CH:43][CH:42]=1. (6) The reactants are: [CH:1]([Si:4]([CH:17]([CH3:19])[CH3:18])([CH:14]([CH3:16])[CH3:15])[O:5][C:6]([C:8]1[CH:13]=[CH:12][CH:11]=[CH:10][N:9]=1)=[CH2:7])([CH3:3])[CH3:2].C1C(=O)N([Cl:27])C(=O)C1.CCOCC. Given the product [Cl:27][CH:7]=[C:6]([C:8]1[CH:13]=[CH:12][CH:11]=[CH:10][N:9]=1)[O:5][Si:4]([CH:1]([CH3:2])[CH3:3])([CH:14]([CH3:16])[CH3:15])[CH:17]([CH3:19])[CH3:18], predict the reactants needed to synthesize it. (7) The reactants are: [F:1][CH2:2][CH2:3][OH:4].[S:5](Cl)([C:8]1[CH:14]=[CH:13][C:11]([CH3:12])=[CH:10][CH:9]=1)(=[O:7])=[O:6]. Given the product [CH3:12][C:11]1[CH:13]=[CH:14][C:8]([S:5]([O:4][CH2:3][CH2:2][F:1])(=[O:7])=[O:6])=[CH:9][CH:10]=1, predict the reactants needed to synthesize it.